Dataset: Catalyst prediction with 721,799 reactions and 888 catalyst types from USPTO. Task: Predict which catalyst facilitates the given reaction. Reactant: [Si]([O:8][C:9]1[CH:14]=[CH:13][C:12]([CH2:15][CH2:16][C:17]([NH:19][CH2:20][C:21]2[CH:30]=[CH:29][CH:28]=[CH:27][C:22]=2[C:23]([O:25]C)=[O:24])=[O:18])=[C:11]([Cl:31])[CH:10]=1)(C(C)(C)C)(C)C. Product: [Cl:31][C:11]1[CH:10]=[C:9]([OH:8])[CH:14]=[CH:13][C:12]=1[CH2:15][CH2:16][C:17]([NH:19][CH2:20][C:21]1[CH:30]=[CH:29][CH:28]=[CH:27][C:22]=1[C:23]([OH:25])=[O:24])=[O:18]. The catalyst class is: 33.